From a dataset of Forward reaction prediction with 1.9M reactions from USPTO patents (1976-2016). Predict the product of the given reaction. (1) Given the reactants [O:1]=[C:2]([CH2:6][CH2:7][CH2:8][CH2:9][C:10]([O-:12])=[O:11])[C:3]([O-:5])=[O:4].C(CC[NH2:21])CCC(O)=O.[NH2:22][CH2:23][CH2:24][CH2:25][CH2:26][CH2:27][CH:28]=O.C([C@H]([NH3+:37])C([O-])=O)C=O, predict the reaction product. The product is: [NH2:21][CH:2]([CH2:6][CH2:7][CH2:8][CH2:9][C:10]([O-:12])=[O:11])[C:3]([O-:5])=[O:4].[O:1]=[C:2]([CH2:6][CH2:7][CH2:8][CH2:9][C:10]([O-:12])=[O:11])[C:3]([O-:5])=[O:4].[NH2:22][CH2:23][CH2:24][CH2:25][CH2:26][CH2:27][CH2:28][NH2:37]. (2) Given the reactants N12CCCN=C1CCCCC2.C(O[C:15](=[O:31])[CH:16]([C:22]1[C:27]([F:28])=[CH:26][C:25]([F:29])=[CH:24][C:23]=1[F:30])[C:17]([O:19]CC)=O)C.Cl.[N:33]1[CH:38]=[CH:37][N:36]=[CH:35][C:34]=1[C:39]([NH2:41])=[NH:40].Cl, predict the reaction product. The product is: [N:33]1[CH:38]=[CH:37][N:36]=[CH:35][C:34]=1[C:39]1[N:41]=[C:15]([OH:31])[C:16]([C:22]2[C:23]([F:30])=[CH:24][C:25]([F:29])=[CH:26][C:27]=2[F:28])=[C:17]([OH:19])[N:40]=1.